Predict which catalyst facilitates the given reaction. From a dataset of Catalyst prediction with 721,799 reactions and 888 catalyst types from USPTO. (1) Reactant: [Cl:1][C:2]1[N:3]=[C:4]2[C:9](=[CH:10][CH:11]=1)[N:8]=[CH:7][C:6]([C:12]([O:14]CC)=[O:13])=[C:5]2[NH:17][C:18]1[CH:23]=[CH:22][CH:21]=[C:20]([C:24]([F:27])([F:26])[F:25])[CH:19]=1.[OH-].[Li+]. Product: [Cl:1][C:2]1[N:3]=[C:4]2[C:9](=[CH:10][CH:11]=1)[N:8]=[CH:7][C:6]([C:12]([OH:14])=[O:13])=[C:5]2[NH:17][C:18]1[CH:23]=[CH:22][CH:21]=[C:20]([C:24]([F:25])([F:26])[F:27])[CH:19]=1. The catalyst class is: 364. (2) Reactant: P(Cl)(Cl)(Cl)=O.CN(C)[CH:8]=[O:9].[C:11]([C:15]1[N:19]([CH2:20][CH2:21][C:22]2[CH:27]=[CH:26][CH:25]=[CH:24][CH:23]=2)[C:18]([CH3:28])=[C:17]([C:29]([O:31][CH2:32][CH3:33])=[O:30])[CH:16]=1)([CH3:14])([CH3:13])[CH3:12]. Product: [C:11]([C:15]1[N:19]([CH2:20][CH2:21][C:22]2[CH:27]=[CH:26][CH:25]=[CH:24][CH:23]=2)[C:18]([CH3:28])=[C:17]([C:29]([O:31][CH2:32][CH3:33])=[O:30])[C:16]=1[CH:8]=[O:9])([CH3:14])([CH3:12])[CH3:13]. The catalyst class is: 6. (3) Reactant: [O:1]=[C:2]1[NH:6][CH2:5][C@H:4]([CH2:7][CH2:8][CH3:9])[N:3]1[CH2:10][C:11]([NH:13][C:14]1[CH:19]=[C:18]([C:20]([F:23])([F:22])[F:21])[CH:17]=[CH:16][N:15]=1)=[O:12].Cl[C:25]1[N:30]=[CH:29][C:28]([F:31])=[CH:27][N:26]=1.CC1(C)C2C(=C(P(C3C=CC=CC=3)C3C=CC=CC=3)C=CC=2)OC2C(P(C3C=CC=CC=3)C3C=CC=CC=3)=CC=CC1=2.CC(C)([O-])C.[Na+].C(=O)([O-])O.[Na+]. Product: [F:31][C:28]1[CH:27]=[N:26][C:25]([N:6]2[CH2:5][C@H:4]([CH2:7][CH2:8][CH3:9])[N:3]([CH2:10][C:11]([NH:13][C:14]3[CH:19]=[C:18]([C:20]([F:23])([F:22])[F:21])[CH:17]=[CH:16][N:15]=3)=[O:12])[C:2]2=[O:1])=[N:30][CH:29]=1. The catalyst class is: 101. (4) Product: [I:1][C:2]1[CH:8]=[CH:7][C:5]([NH:6][S:22]([N:16]2[CH2:21][CH2:20][O:19][CH2:18][CH2:17]2)(=[O:24])=[O:23])=[CH:4][CH:3]=1. Reactant: [I:1][C:2]1[CH:8]=[CH:7][C:5]([NH2:6])=[CH:4][CH:3]=1.CCN(CC)CC.[N:16]1([S:22](Cl)(=[O:24])=[O:23])[CH2:21][CH2:20][O:19][CH2:18][CH2:17]1. The catalyst class is: 10. (5) Reactant: [S:1]1[CH:5]=[CH:4][CH2:3][CH2:2]1.NC(N)=O.[Cl:10][S:11](O)(=[O:13])=[O:12]. Product: [S:1]1[CH:2]=[CH:3][CH:4]=[C:5]1[S:11]([Cl:10])(=[O:13])=[O:12]. The catalyst class is: 2. (6) Reactant: [C:1]1([OH:7])[CH:6]=[CH:5][CH:4]=[CH:3][CH:2]=1.C(=O)([O-])[O-].[K+].[K+].Br[CH2:15][CH2:16][CH2:17][CH2:18][CH3:19]. Product: [CH2:15]([O:7][C:1]1[CH:6]=[CH:5][CH:4]=[CH:3][CH:2]=1)[CH2:16][CH2:17][CH2:18][CH3:19]. The catalyst class is: 21.